From a dataset of Forward reaction prediction with 1.9M reactions from USPTO patents (1976-2016). Predict the product of the given reaction. Given the reactants [NH2:1][C@H:2]([C:13]([OH:15])=[O:14])[CH2:3][C:4]1[C:12]2[C:7](=[CH:8][CH:9]=[CH:10][CH:11]=2)[NH:6][CH:5]=1.N[CH:17](C(O)=O)CC1C2C(=CC=CC=2)NC=1, predict the reaction product. The product is: [CH2:17]1[C:5]2[NH:6][C:7]3[C:12]([C:4]=2[CH2:3][C@@H:2]([C:13]([OH:15])=[O:14])[NH:1]1)=[CH:11][CH:10]=[CH:9][CH:8]=3.